From a dataset of NCI-60 drug combinations with 297,098 pairs across 59 cell lines. Regression. Given two drug SMILES strings and cell line genomic features, predict the synergy score measuring deviation from expected non-interaction effect. (1) Drug 1: C1C(C(OC1N2C=NC(=NC2=O)N)CO)O. Drug 2: B(C(CC(C)C)NC(=O)C(CC1=CC=CC=C1)NC(=O)C2=NC=CN=C2)(O)O. Cell line: HOP-92. Synergy scores: CSS=36.1, Synergy_ZIP=1.85, Synergy_Bliss=3.84, Synergy_Loewe=-10.2, Synergy_HSA=0.708. (2) Drug 1: CC1=C2C(C(=O)C3(C(CC4C(C3C(C(C2(C)C)(CC1OC(=O)C(C(C5=CC=CC=C5)NC(=O)OC(C)(C)C)O)O)OC(=O)C6=CC=CC=C6)(CO4)OC(=O)C)O)C)O. Drug 2: C1CNP(=O)(OC1)N(CCCl)CCCl. Cell line: HOP-62. Synergy scores: CSS=-4.56, Synergy_ZIP=0.297, Synergy_Bliss=-5.37, Synergy_Loewe=-35.8, Synergy_HSA=-14.0.